From a dataset of Peptide-MHC class I binding affinity with 185,985 pairs from IEDB/IMGT. Regression. Given a peptide amino acid sequence and an MHC pseudo amino acid sequence, predict their binding affinity value. This is MHC class I binding data. (1) The peptide sequence is APRGFRAAF. The MHC is HLA-C04:01 with pseudo-sequence HLA-C04:01. The binding affinity (normalized) is 0.213. (2) The peptide sequence is VGLITCKAF. The MHC is HLA-A24:02 with pseudo-sequence HLA-A24:02. The binding affinity (normalized) is 0.173. (3) The peptide sequence is MIFVSSIFI. The MHC is HLA-A02:06 with pseudo-sequence HLA-A02:06. The binding affinity (normalized) is 0.562. (4) The binding affinity (normalized) is 0.0847. The MHC is HLA-B58:01 with pseudo-sequence HLA-B58:01. The peptide sequence is GYTPGQQFY.